From a dataset of Forward reaction prediction with 1.9M reactions from USPTO patents (1976-2016). Predict the product of the given reaction. The product is: [C:2]1([C:25]2[CH:30]=[CH:29][CH:28]=[CH:27][CH:26]=2)[CH:7]=[CH:6][C:5]([C:8]2[N:17]=[C:16]([NH:18][C:19]3[NH:20][N:21]=[C:22]([CH3:24])[CH:23]=3)[C:15]3[C:10](=[CH:11][CH:12]=[CH:13][CH:14]=3)[N:9]=2)=[CH:4][CH:3]=1. Given the reactants Br[C:2]1[CH:7]=[CH:6][C:5]([C:8]2[N:17]=[C:16]([NH:18][C:19]3[NH:20][N:21]=[C:22]([CH3:24])[CH:23]=3)[C:15]3[C:10](=[CH:11][CH:12]=[CH:13][CH:14]=3)[N:9]=2)=[CH:4][CH:3]=1.[C:25]1(B(O)O)[CH:30]=[CH:29][CH:28]=[CH:27][CH:26]=1.C([O-])([O-])=O.[Na+].[Na+].C1(P(C2C=CC=CC=2)C2C=CC=CC=2)C=CC=CC=1, predict the reaction product.